From a dataset of Peptide-MHC class I binding affinity with 185,985 pairs from IEDB/IMGT. Regression. Given a peptide amino acid sequence and an MHC pseudo amino acid sequence, predict their binding affinity value. This is MHC class I binding data. (1) The peptide sequence is CVFKFIVAK. The MHC is HLA-B18:01 with pseudo-sequence HLA-B18:01. The binding affinity (normalized) is 0.0847. (2) The binding affinity (normalized) is 0.0847. The peptide sequence is KLYVNGKAY. The MHC is HLA-A02:01 with pseudo-sequence HLA-A02:01.